Dataset: Peptide-MHC class I binding affinity with 185,985 pairs from IEDB/IMGT. Task: Regression. Given a peptide amino acid sequence and an MHC pseudo amino acid sequence, predict their binding affinity value. This is MHC class I binding data. (1) The binding affinity (normalized) is 0. The peptide sequence is CIYQSPVRK. The MHC is HLA-A02:06 with pseudo-sequence HLA-A02:06. (2) The peptide sequence is SLYSGFPSL. The MHC is BoLA-JSP.1 with pseudo-sequence BoLA-JSP.1. The binding affinity (normalized) is 0.0641.